The task is: Predict which catalyst facilitates the given reaction.. This data is from Catalyst prediction with 721,799 reactions and 888 catalyst types from USPTO. (1) Reactant: [CH3:1][C:2](N(C)C)=[O:3].ClC(Cl)C.S(OS(C(F)(F)F)(=O)=O)(C(F)(F)F)(=O)=O.[Br:26][C:27]1[CH:32]=[CH:31][C:30]([CH:33]=[CH2:34])=[CH:29][CH:28]=1.N1C(C)=CC(C)=CC=1C. Product: [Br:26][C:27]1[CH:32]=[CH:31][C:30]([CH:33]2[CH2:34][C:2](=[O:3])[CH2:1]2)=[CH:29][CH:28]=1. The catalyst class is: 84. (2) Reactant: [F:1][C:2]1[CH:3]=[CH:4][C:5]2[N:6]([C:8]([N:11]3[CH2:16][CH2:15][CH:14]([CH:17](O)[CH3:18])[CH2:13][CH2:12]3)=[N:9][N:10]=2)[CH:7]=1.CCN(CC)CC.[CH:27]([Si:30]([O:37]S(C(F)(F)F)(=O)=O)([CH:34]([CH3:36])[CH3:35])[CH:31]([CH3:33])[CH3:32])([CH3:29])[CH3:28]. Product: [F:1][C:2]1[CH:3]=[CH:4][C:5]2[N:6]([C:8]([N:11]3[CH2:16][CH2:15][CH:14]([CH2:17][CH2:18][O:37][Si:30]([CH:31]([CH3:33])[CH3:32])([CH:34]([CH3:36])[CH3:35])[CH:27]([CH3:28])[CH3:29])[CH2:13][CH2:12]3)=[N:9][N:10]=2)[CH:7]=1. The catalyst class is: 2.